Dataset: NCI-60 drug combinations with 297,098 pairs across 59 cell lines. Task: Regression. Given two drug SMILES strings and cell line genomic features, predict the synergy score measuring deviation from expected non-interaction effect. (1) Drug 1: CC1=C2C(C(=O)C3(C(CC4C(C3C(C(C2(C)C)(CC1OC(=O)C(C(C5=CC=CC=C5)NC(=O)OC(C)(C)C)O)O)OC(=O)C6=CC=CC=C6)(CO4)OC(=O)C)O)C)O. Drug 2: C1=CC=C(C=C1)NC(=O)CCCCCCC(=O)NO. Cell line: TK-10. Synergy scores: CSS=14.2, Synergy_ZIP=-6.22, Synergy_Bliss=-2.21, Synergy_Loewe=-4.66, Synergy_HSA=-2.82. (2) Synergy scores: CSS=0.0680, Synergy_ZIP=6.32, Synergy_Bliss=-2.33, Synergy_Loewe=-2.64, Synergy_HSA=-5.48. Drug 2: CC12CCC3C(C1CCC2OP(=O)(O)O)CCC4=C3C=CC(=C4)OC(=O)N(CCCl)CCCl.[Na+]. Drug 1: CCC(=C(C1=CC=CC=C1)C2=CC=C(C=C2)OCCN(C)C)C3=CC=CC=C3.C(C(=O)O)C(CC(=O)O)(C(=O)O)O. Cell line: RPMI-8226. (3) Drug 1: CC1=C2C(C(=O)C3(C(CC4C(C3C(C(C2(C)C)(CC1OC(=O)C(C(C5=CC=CC=C5)NC(=O)OC(C)(C)C)O)O)OC(=O)C6=CC=CC=C6)(CO4)OC(=O)C)OC)C)OC. Drug 2: C1=CC(=CC=C1CCC2=CNC3=C2C(=O)NC(=N3)N)C(=O)NC(CCC(=O)O)C(=O)O. Cell line: SK-MEL-2. Synergy scores: CSS=54.7, Synergy_ZIP=5.55, Synergy_Bliss=5.13, Synergy_Loewe=5.17, Synergy_HSA=8.41. (4) Drug 1: CN1CCC(CC1)COC2=C(C=C3C(=C2)N=CN=C3NC4=C(C=C(C=C4)Br)F)OC. Drug 2: C1CN(P(=O)(OC1)NCCCl)CCCl. Cell line: ACHN. Synergy scores: CSS=12.7, Synergy_ZIP=-1.35, Synergy_Bliss=2.62, Synergy_Loewe=-15.7, Synergy_HSA=2.93. (5) Drug 1: CC=C1C(=O)NC(C(=O)OC2CC(=O)NC(C(=O)NC(CSSCCC=C2)C(=O)N1)C(C)C)C(C)C. Cell line: UACC-257. Synergy scores: CSS=61.2, Synergy_ZIP=-0.283, Synergy_Bliss=1.07, Synergy_Loewe=-35.6, Synergy_HSA=3.02. Drug 2: CCN(CC)CCCC(C)NC1=C2C=C(C=CC2=NC3=C1C=CC(=C3)Cl)OC. (6) Drug 1: C1CCC(C1)C(CC#N)N2C=C(C=N2)C3=C4C=CNC4=NC=N3. Drug 2: CNC(=O)C1=CC=CC=C1SC2=CC3=C(C=C2)C(=NN3)C=CC4=CC=CC=N4. Cell line: SW-620. Synergy scores: CSS=15.0, Synergy_ZIP=2.11, Synergy_Bliss=8.16, Synergy_Loewe=2.89, Synergy_HSA=4.96.